Dataset: Catalyst prediction with 721,799 reactions and 888 catalyst types from USPTO. Task: Predict which catalyst facilitates the given reaction. (1) Reactant: [Cl:1][C:2]1[CH:7]=[CH:6][N:5]=[C:4]([C:8](Cl)=[O:9])[CH:3]=1.C(N(C(C)C)C(C)C)C.[C:20]([N:27]1[CH2:32][CH2:31][NH:30][CH2:29][CH2:28]1)([O:22][C:23]([CH3:26])([CH3:25])[CH3:24])=[O:21]. Product: [C:23]([O:22][C:20]([N:27]1[CH2:32][CH2:31][N:30]([C:8]([C:4]2[CH:3]=[C:2]([Cl:1])[CH:7]=[CH:6][N:5]=2)=[O:9])[CH2:29][CH2:28]1)=[O:21])([CH3:26])([CH3:24])[CH3:25]. The catalyst class is: 4. (2) Reactant: C(OC(=O)[CH:5]=[CH:6][C:7]1[CH:12]=[CH:11][C:10]([C:13]#[C:14][C:15]2[CH:24]=[C:23]([CH:25]3[CH2:27][CH2:26]3)[C:22]3[CH:21]([N:28]([CH:30]4[CH2:32][CH2:31]4)[CH3:29])[CH2:20][CH2:19][C:18]([CH3:34])([CH3:33])[C:17]=3[CH:16]=2)=[CH:9][CH:8]=1)C.[CH3:36][O:37][C:38](=[O:66])C(C1C=CC(C#CC2C=C(C3CC3)C3OC4(CC4)CC(C)(C)C=3C=2)=CC=1)C.C(N(CC)CC)C.C(OCC)(=O)C. Product: [CH3:36][O:37][C:38](=[O:66])[CH:6]([C:7]1[CH:8]=[CH:9][C:10]([C:13]#[C:14][C:15]2[CH:24]=[C:23]([CH:25]3[CH2:27][CH2:26]3)[C:22]3[CH:21]([N:28]([CH:30]4[CH2:32][CH2:31]4)[CH3:29])[CH2:20][CH2:19][C:18]([CH3:33])([CH3:34])[C:17]=3[CH:16]=2)=[CH:11][CH:12]=1)[CH3:5]. The catalyst class is: 730.